From a dataset of Forward reaction prediction with 1.9M reactions from USPTO patents (1976-2016). Predict the product of the given reaction. (1) Given the reactants Br[C:2](Br)=[CH:3][C:4]1[CH:9]=[CH:8][C:7]([CH3:10])=[CH:6][CH:5]=1.[Li]CCCC.Cl[C:18]([O:20][CH3:21])=[O:19], predict the reaction product. The product is: [CH3:10][C:7]1[CH:8]=[CH:9][C:4]([C:3]#[C:2][C:18]([O:20][CH3:21])=[O:19])=[CH:5][CH:6]=1. (2) Given the reactants [OH:1][C:2]1[CH:7]=[CH:6][C:5]([CH2:8][NH:9][C:10](=[O:18])[C:11]2[CH:16]=[CH:15][CH:14]=[N:13][C:12]=2[NH2:17])=[CH:4][CH:3]=1.CS(O)(=O)=O.[CH3:24][O:25][CH2:26][CH2:27][CH3:28].C(=O)([O-])[O-].[Cs+].[Cs+].CN(C=O)C, predict the reaction product. The product is: [CH3:24][O:25][CH2:26][CH2:27][CH2:28][O:1][C:2]1[CH:3]=[CH:4][C:5]([CH2:8][NH:9][C:10](=[O:18])[C:11]2[CH:16]=[CH:15][CH:14]=[N:13][C:12]=2[NH2:17])=[CH:6][CH:7]=1.